From a dataset of Reaction yield outcomes from USPTO patents with 853,638 reactions. Predict the reaction yield, written as a fraction of the theoretical maximum amount of product (1.0 means a 100% yield; for example, 0.34 means a 34% yield). (1) The reactants are [C:1]([C:3]1[C:4]([O:16][CH3:17])=[CH:5][C:6]([O:14][CH3:15])=[C:7]([C:9]2[S:10][CH:11]=[CH:12][CH:13]=2)[CH:8]=1)#[CH:2].C([Li])CCC.[CH:23]([C:25]1[CH:34]=[CH:33][C:28]([C:29]([O:31][CH3:32])=[O:30])=[CH:27][CH:26]=1)=[O:24]. The catalyst is C1COCC1. The product is [CH3:32][O:31][C:29](=[O:30])[C:28]1[CH:33]=[CH:34][C:25]([CH:23]([OH:24])[C:2]#[C:1][C:3]2[CH:8]=[C:7]([C:9]3[S:10][CH:11]=[CH:12][CH:13]=3)[C:6]([O:14][CH3:15])=[CH:5][C:4]=2[O:16][CH3:17])=[CH:26][CH:27]=1. The yield is 0.880. (2) The reactants are Cl.[F:2][C:3]1[CH:8]=[CH:7][C:6]([C:9]2[O:10][C:11]3[CH2:16][CH2:15][NH:14][CH2:13][C:12]=3[N:17]=2)=[CH:5][CH:4]=1.[F:18][C:19]1[CH:27]=[CH:26][C:22]([C:23](O)=[O:24])=[CH:21][CH:20]=1.CCN=C=NCCCN(C)C. The catalyst is C(Cl)Cl. The product is [F:18][C:19]1[CH:27]=[CH:26][C:22]([C:23]([N:14]2[CH2:15][CH2:16][C:11]3[O:10][C:9]([C:6]4[CH:5]=[CH:4][C:3]([F:2])=[CH:8][CH:7]=4)=[N:17][C:12]=3[CH2:13]2)=[O:24])=[CH:21][CH:20]=1. The yield is 0.320. (3) The reactants are [P:1]([O:13][CH2:14][N:15]1[CH:20]=[CH:19][C:18]([NH:21][C:22](=[O:42])[C:23]2[CH:28]=[C:27]([C:29]([F:32])([F:31])[F:30])[CH:26]=[CH:25][C:24]=2[O:33][C:34]2[CH:39]=[CH:38][C:37]([F:40])=[CH:36][C:35]=2[CH3:41])=[CH:17][C:16]1=[O:43])([O:8]C(C)(C)C)([O:3]C(C)(C)C)=[O:2]. The catalyst is CC#N.O.CC(O)=O. The product is [P:1]([OH:8])([OH:3])([O:13][CH2:14][N:15]1[CH:20]=[CH:19][C:18]([NH:21][C:22](=[O:42])[C:23]2[CH:28]=[C:27]([C:29]([F:30])([F:32])[F:31])[CH:26]=[CH:25][C:24]=2[O:33][C:34]2[CH:39]=[CH:38][C:37]([F:40])=[CH:36][C:35]=2[CH3:41])=[CH:17][C:16]1=[O:43])=[O:2]. The yield is 0.302. (4) The reactants are [CH2:1]([N:5](CCCC)CCCC)[CH2:2]CC.[CH:14]1[CH:19]=[C:18]2[CH:20]([CH2:27][O:28]C(NCC(O)=O)=O)[C:21]3[C:26]([C:17]2=[CH:16][CH:15]=1)=[CH:25][CH:24]=[CH:23][CH:22]=3.ClC(OCC(C)C)=[O:38].[NH2:44][C@H:45]1[CH2:68][CH2:67][C@@:66]2([CH3:69])[C@H:47]([CH2:48][CH2:49][C@@H:50]3[C@@H:65]2[CH2:64][C@H:63]([OH:70])[C@@:62]2([CH3:71])[C@H:51]3[CH2:52][CH2:53][C@@H:54]2[C@H:55]([CH3:61])[CH2:56][CH2:57][C:58]([OH:60])=[O:59])[CH2:46]1. The catalyst is C1COCC1.CN(C=O)C. The product is [CH:22]1[C:21]2[CH:20]([CH2:27][O:28][NH:5][CH2:1][C:2]([NH:44][C@H:45]3[CH2:68][CH2:67][C@@:66]4([CH3:69])[C@H:47]([CH2:48][CH2:49][C@@H:50]5[C@@H:65]4[CH2:64][C@H:63]([OH:70])[C@@:62]4([CH3:71])[C@H:51]5[CH2:52][CH2:53][C@@H:54]4[C@H:55]([CH3:61])[CH2:56][CH2:57][C:58]([OH:60])=[O:59])[CH2:46]3)=[O:38])[C:18]3[C:17](=[CH:16][CH:15]=[CH:14][CH:19]=3)[C:26]=2[CH:25]=[CH:24][CH:23]=1. The yield is 0.310. (5) The reactants are Br[C:2](Br)=[CH:3][C:4]1[CH:13]=[CH:12][C:7]([C:8]([O:10][CH3:11])=[O:9])=[CH:6][CH:5]=1.[C:15]([C:17]1[CH:23]=[CH:22][C:20]([NH2:21])=[CH:19][CH:18]=1)#[CH:16].CCN(CC)CC.COC1C=CC(P(C2C=CC(OC)=CC=2)C2C=CC(OC)=CC=2)=CC=1. The catalyst is CN(C=O)C.CCOC(C)=O.C1C=CC(/C=C/C(/C=C/C2C=CC=CC=2)=O)=CC=1.C1C=CC(/C=C/C(/C=C/C2C=CC=CC=2)=O)=CC=1.C1C=CC(/C=C/C(/C=C/C2C=CC=CC=2)=O)=CC=1.[Pd].[Pd]. The product is [NH2:21][C:20]1[CH:22]=[CH:23][C:17]([C:15]#[C:16][C:2]#[C:3][C:4]2[CH:13]=[CH:12][C:7]([C:8]([O:10][CH3:11])=[O:9])=[CH:6][CH:5]=2)=[CH:18][CH:19]=1. The yield is 0.290. (6) The reactants are C([N:4]1[C@H:9]([CH3:10])[CH2:8][N:7]([C@H:11]([C:19]2[CH:23]=[CH:22][S:21][CH:20]=2)[C:12]2[CH:13]=[C:14]([OH:18])[CH:15]=[CH:16][CH:17]=2)[C@@H:6]([CH3:24])[CH2:5]1)C=C. The catalyst is C1C=CC(P(C2C=CC=CC=2)C2C=CC=CC=2)=CC=1.C1C=CC(P(C2C=CC=CC=2)C2C=CC=CC=2)=CC=1.C1C=CC(P(C2C=CC=CC=2)C2C=CC=CC=2)=CC=1.[Cl-].[Rh].C(#N)C.O. The product is [CH3:24][C@H:6]1[CH2:5][NH:4][C@H:9]([CH3:10])[CH2:8][N:7]1[C@H:11]([C:19]1[CH:23]=[CH:22][S:21][CH:20]=1)[C:12]1[CH:13]=[C:14]([OH:18])[CH:15]=[CH:16][CH:17]=1. The yield is 0.830. (7) The reactants are C([O:8][C:9]1[CH:10]=[C:11]([N:15]2[C:19]([NH2:20])=[CH:18][C:17]([C:21]([CH3:42])([CH3:41])[CH2:22][O:23][Si:24]([C:37]([CH3:40])([CH3:39])[CH3:38])([C:31]3[CH:36]=[CH:35][CH:34]=[CH:33][CH:32]=3)[C:25]3[CH:30]=[CH:29][CH:28]=[CH:27][CH:26]=3)=[N:16]2)[CH:12]=[CH:13][CH:14]=1)C1C=CC=CC=1.O.C([O-])=O.[NH4+]. The catalyst is C(O)C.[Pd]. The product is [NH2:20][C:19]1[N:15]([C:11]2[CH:10]=[C:9]([OH:8])[CH:14]=[CH:13][CH:12]=2)[N:16]=[C:17]([C:21]([CH3:42])([CH3:41])[CH2:22][O:23][Si:24]([C:37]([CH3:40])([CH3:39])[CH3:38])([C:25]2[CH:30]=[CH:29][CH:28]=[CH:27][CH:26]=2)[C:31]2[CH:36]=[CH:35][CH:34]=[CH:33][CH:32]=2)[CH:18]=1. The yield is 0.410. (8) The reactants are [H-].[Na+].[CH2:3]([C:6]1[C:14]2[C:13]([C:15]([O:17][CH3:18])=[O:16])=[CH:12][CH:11]=[CH:10][C:9]=2[NH:8][CH:7]=1)[CH:4]=[CH2:5].[C:19]1([S:25](Cl)(=[O:27])=[O:26])[CH:24]=[CH:23][CH:22]=[CH:21][CH:20]=1. The catalyst is CN(C=O)C. The product is [CH2:3]([C:6]1[C:14]2[C:13]([C:15]([O:17][CH3:18])=[O:16])=[CH:12][CH:11]=[CH:10][C:9]=2[N:8]([S:25]([C:19]2[CH:24]=[CH:23][CH:22]=[CH:21][CH:20]=2)(=[O:27])=[O:26])[CH:7]=1)[CH:4]=[CH2:5]. The yield is 0.870. (9) The product is [Cl:9][C:5]1[C:6]([F:8])=[CH:7][C:2]([NH:1][S:23](/[CH:22]=[CH:21]/[C:18]2[CH:19]=[CH:20][C:15]([Cl:14])=[CH:16][CH:17]=2)(=[O:24])=[O:25])=[C:3]([S:10]([NH2:13])(=[O:12])=[O:11])[CH:4]=1. The yield is 0.610. No catalyst specified. The reactants are [NH2:1][C:2]1[CH:7]=[C:6]([F:8])[C:5]([Cl:9])=[CH:4][C:3]=1[S:10]([NH2:13])(=[O:12])=[O:11].[Cl:14][C:15]1[CH:20]=[CH:19][C:18](/[CH:21]=[CH:22]/[S:23](Cl)(=[O:25])=[O:24])=[CH:17][CH:16]=1. (10) The reactants are C([N:8]1[C@H:17](CO)[CH2:16][C:15]2[C:10](=[C:11]3[CH:31]=[CH:30][C:29]([O:32][CH3:33])=[CH:28][C:12]3=[C:13]3[CH:23]=[C:22]([O:24][CH3:25])[C:21]([O:26][CH3:27])=[CH:20][C:14]3=2)[CH2:9]1)(OC(C)(C)C)=O.CCN([CH2:39][CH3:40])CC.C1C=CC(P(C2C=CC=CC=2)C2C=CC=CC=2)=CC=1.C[C:61]([O-:64])(C)C.[K+]. The catalyst is C(Cl)Cl.CS(C)=O.C(Cl)(Cl)Cl. The product is [CH3:27][O:26][C:21]1[C:22]([O:24][CH3:25])=[CH:23][C:13]2[C:14]([CH:20]=1)=[C:15]1[C:10](=[C:11]3[CH:31]=[CH:30][C:29]([O:32][CH3:33])=[CH:28][C:12]=23)[CH2:9][NH:8][C@H:17](/[CH:40]=[CH:39]/[O:64][CH3:61])[CH2:16]1. The yield is 0.780.